From a dataset of Peptide-MHC class II binding affinity with 134,281 pairs from IEDB. Regression. Given a peptide amino acid sequence and an MHC pseudo amino acid sequence, predict their binding affinity value. This is MHC class II binding data. (1) The peptide sequence is EKAYFAATQFEPLAA. The MHC is HLA-DQA10501-DQB10201 with pseudo-sequence HLA-DQA10501-DQB10201. The binding affinity (normalized) is 0.523. (2) The peptide sequence is EKKYFAATQFETLAA. The MHC is HLA-DPA10301-DPB10402 with pseudo-sequence HLA-DPA10301-DPB10402. The binding affinity (normalized) is 0.844. (3) The peptide sequence is GPAYSAHCIGITDRD. The MHC is HLA-DQA10102-DQB10501 with pseudo-sequence HLA-DQA10102-DQB10501. The binding affinity (normalized) is 0. (4) The peptide sequence is LSLAVSSAVPTSWVP. The MHC is DRB1_1301 with pseudo-sequence DRB1_1301. The binding affinity (normalized) is 0.428. (5) The peptide sequence is YDKPLANVSTVLTGK. The MHC is DRB1_1001 with pseudo-sequence DRB1_1001. The binding affinity (normalized) is 0.369. (6) The binding affinity (normalized) is 0.953. The MHC is DRB1_0701 with pseudo-sequence DRB1_0701. The peptide sequence is YNKFLANVSTVLTGK. (7) The peptide sequence is TAGVFAAPTLMSFLR. The MHC is DRB1_0301 with pseudo-sequence DRB1_0301. The binding affinity (normalized) is 0.345.